From a dataset of Forward reaction prediction with 1.9M reactions from USPTO patents (1976-2016). Predict the product of the given reaction. (1) Given the reactants [CH3:1][N:2]([CH3:7])[CH2:3][CH2:4][CH2:5][OH:6].[H-].[Na+].Cl[C:11]1[CH:16]=[CH:15][C:14]([N+:17]([O-:19])=[O:18])=[CH:13][C:12]=1[O:20][CH3:21], predict the reaction product. The product is: [CH3:21][O:20][C:12]1[CH:13]=[C:14]([N+:17]([O-:19])=[O:18])[CH:15]=[CH:16][C:11]=1[O:6][CH2:5][CH2:4][CH2:3][N:2]([CH3:7])[CH3:1]. (2) Given the reactants [CH3:1][N:2]1[CH2:6][CH2:5][NH:4][C:3]1=[O:7].Br[C:9]1[CH:10]=[CH:11][C:12]([C:15]([N:17]2[CH2:22][CH2:21][N:20]([C:23]3[C:28]([CH:29]4[CH2:31][CH2:30]4)=[CH:27][C:26]([CH:32]4[CH2:34][CH2:33]4)=[CH:25][N:24]=3)[CH2:19][CH2:18]2)=[O:16])=[N:13][CH:14]=1, predict the reaction product. The product is: [CH:29]1([C:28]2[C:23]([N:20]3[CH2:21][CH2:22][N:17]([C:15]([C:12]4[N:13]=[CH:14][C:9]([N:4]5[CH2:5][CH2:6][N:2]([CH3:1])[C:3]5=[O:7])=[CH:10][CH:11]=4)=[O:16])[CH2:18][CH2:19]3)=[N:24][CH:25]=[C:26]([CH:32]3[CH2:34][CH2:33]3)[CH:27]=2)[CH2:31][CH2:30]1. (3) Given the reactants [CH:1]1([N:6]2[CH2:12][C:11]([F:14])([F:13])[C:10](=[O:15])[N:9]([CH3:16])[C:8]3[CH:17]=[N:18][C:19]([NH:21][C:22]4[CH:30]=[CH:29][C:25]([C:26](O)=[O:27])=[CH:24][C:23]=4[F:31])=[N:20][C:7]2=3)[CH2:5][CH2:4][CH2:3][CH2:2]1.C(N(C(C)C)C(C)C)C.[NH2:41][CH:42]1[CH2:47][CH2:46][N:45]([CH3:48])[CH2:44][CH2:43]1, predict the reaction product. The product is: [CH:1]1([N:6]2[CH2:12][C:11]([F:14])([F:13])[C:10](=[O:15])[N:9]([CH3:16])[C:8]3[CH:17]=[N:18][C:19]([NH:21][C:22]4[CH:30]=[CH:29][C:25]([C:26]([NH:41][CH:42]5[CH2:47][CH2:46][N:45]([CH3:48])[CH2:44][CH2:43]5)=[O:27])=[CH:24][C:23]=4[F:31])=[N:20][C:7]2=3)[CH2:2][CH2:3][CH2:4][CH2:5]1. (4) The product is: [CH3:9][O:8][C:3]1[CH:4]=[CH:5][CH:6]=[CH:7][C:2]=1[Li:10]. Given the reactants Br[C:2]1[CH:7]=[CH:6][CH:5]=[CH:4][C:3]=1[O:8][CH3:9].[Li:10]CCCC, predict the reaction product. (5) Given the reactants C(OOC(C)(C)C)(C)(C)C.C[O:12][C:13]1[CH:18]=[C:17](OC)[CH:16]=[CH:15][C:14]=1[C:21](=O)[CH2:22]C(OCC)=O.COC1C=C(O)C=CC=1, predict the reaction product. The product is: [O:12]1[C:13]2[CH:18]=[CH:17][CH:16]=[CH:15][C:14]=2[CH:21]=[CH:22]1. (6) Given the reactants [CH2:1]([CH:3]([CH2:7][CH2:8][CH2:9][CH3:10])[CH2:4][Mg]Br)[CH3:2].[CH2:11]([C:19]#N)[CH2:12][CH2:13][CH2:14][CH2:15][CH2:16]CC.C([O:23][CH2:24][CH3:25])C, predict the reaction product. The product is: [CH2:1]([CH:3]([CH2:4][C:24](=[O:23])[CH2:25][CH2:19][CH2:11][CH2:12][CH2:13][CH2:14][CH2:15][CH3:16])[CH2:7][CH2:8][CH2:9][CH3:10])[CH3:2]. (7) Given the reactants [F:1][C:2]([F:11])([F:10])[C:3]1[CH:4]=[C:5]([CH:7]=[CH:8][CH:9]=1)N.[CH3:12][C:13]([CH:15]=[CH2:16])=O.ClC(Cl)=O.[CH3:21][O:22][C:23]1[CH:24]=[C:25]([NH:35][C:36]([NH2:38])=[S:37])[CH:26]=[CH:27][C:28]=1[N:29]1[CH:33]=[C:32]([CH3:34])[N:31]=[CH:30]1, predict the reaction product. The product is: [CH3:21][O:22][C:23]1[CH:24]=[C:25]([NH:35][C:36]2[S:37][C:13]([CH2:12][C:5]3[CH:7]=[CH:8][CH:9]=[C:3]([C:2]([F:11])([F:10])[F:1])[CH:4]=3)=[C:15]([CH3:16])[N:38]=2)[CH:26]=[CH:27][C:28]=1[N:29]1[CH:33]=[C:32]([CH3:34])[N:31]=[CH:30]1. (8) Given the reactants [CH:1]1([NH2:7])[CH2:6][CH2:5][CH2:4][CH2:3][CH2:2]1.C[Al](C)C.C1(C)C=CC=CC=1.[CH3:19][C:20]1([C:35](OCC)=[O:36])[CH2:25][CH2:24][CH2:23][N:22]([S:26]([C:29]2[CH:34]=[CH:33][CH:32]=[CH:31][CH:30]=2)(=[O:28])=[O:27])[CH2:21]1, predict the reaction product. The product is: [CH:1]1([NH:7][C:35]([C:20]2([CH3:19])[CH2:25][CH2:24][CH2:23][N:22]([S:26]([C:29]3[CH:34]=[CH:33][CH:32]=[CH:31][CH:30]=3)(=[O:27])=[O:28])[CH2:21]2)=[O:36])[CH2:6][CH2:5][CH2:4][CH2:3][CH2:2]1. (9) Given the reactants [CH3:1][O:2][C:3]1[CH:4]=[CH:5][C:6]2[CH:15]=[C:14]3[C:9]([C:10](=O)[C:11]([C:16]#[N:17])=[CH:12][NH:13]3)=[CH:8][C:7]=2[CH:19]=1.P(Cl)(Cl)([Cl:22])=O, predict the reaction product. The product is: [Cl:22][C:10]1[C:9]2[C:14](=[CH:15][C:6]3[CH:5]=[CH:4][C:3]([O:2][CH3:1])=[CH:19][C:7]=3[CH:8]=2)[N:13]=[CH:12][C:11]=1[C:16]#[N:17].